Dataset: Reaction yield outcomes from USPTO patents with 853,638 reactions. Task: Predict the reaction yield, written as a fraction of the theoretical maximum amount of product (1.0 means a 100% yield; for example, 0.34 means a 34% yield). The reactants are [CH3:1][C:2]1[CH:10]=[CH:9][CH:8]=[CH:7][C:3]=1[C:4](O)=[O:5].Cl.CN(C)CCCN=C=NCC.C(N(CC)C(C)C)(C)C.Cl.[CH3:33][NH:34][O:35][CH3:36]. The catalyst is C(Cl)(Cl)Cl.O. The product is [CH3:36][O:35][N:34]([CH3:33])[C:4](=[O:5])[C:3]1[CH:7]=[CH:8][CH:9]=[CH:10][C:2]=1[CH3:1]. The yield is 0.500.